From a dataset of Acute oral toxicity (LD50) regression data from Zhu et al.. Regression/Classification. Given a drug SMILES string, predict its toxicity properties. Task type varies by dataset: regression for continuous values (e.g., LD50, hERG inhibition percentage) or binary classification for toxic/non-toxic outcomes (e.g., AMES mutagenicity, cardiotoxicity, hepatotoxicity). Dataset: ld50_zhu. (1) The compound is O=c1cc[nH]c(=O)o1. The rat oral LD50 is 2.12, given as -log10 of the dose in mol/kg body weight (higher means more acutely toxic). (2) The drug is O=[N+]([O-])c1ccc(C=Cc2cccc(CO)n2)o1. The rat oral LD50 is 1.78, given as -log10 of the dose in mol/kg body weight (higher means more acutely toxic). (3) The compound is CCOP(=S)(CC)SCSCSP(=S)(CC)OCC. The rat oral LD50 is 5.24, given as -log10 of the dose in mol/kg body weight (higher means more acutely toxic). (4) The compound is Cc1cc(Cl)cc(O)c1O. The rat oral LD50 is 2.05, given as -log10 of the dose in mol/kg body weight (higher means more acutely toxic). (5) The molecule is OCCC1CCN(CCC=C2c3ccc(F)cc3Sc3ccc(C(F)(F)F)cc32)CC1. The rat oral LD50 is 5.48, given as -log10 of the dose in mol/kg body weight (higher means more acutely toxic). (6) The molecule is NCCCNCCCNCCCNCCCN. The rat oral LD50 is 2.39, given as -log10 of the dose in mol/kg body weight (higher means more acutely toxic). (7) The drug is O=C(Nc1ccc(Br)cc1)c1cc(Br)ccc1O. The rat oral LD50 is 2.96, given as -log10 of the dose in mol/kg body weight (higher means more acutely toxic). (8) The compound is N#CCC(=O)c1ccc(N)cc1. The rat oral LD50 is 1.85, given as -log10 of the dose in mol/kg body weight (higher means more acutely toxic). (9) The drug is C=COCC(C)CCCC(C)CC(C)C. The rat oral LD50 is 2.24, given as -log10 of the dose in mol/kg body weight (higher means more acutely toxic). (10) The compound is C=CC(=O)OC1C=CC2C3C=CC(C3)C12. The rat oral LD50 is 1.26, given as -log10 of the dose in mol/kg body weight (higher means more acutely toxic).